From a dataset of Forward reaction prediction with 1.9M reactions from USPTO patents (1976-2016). Predict the product of the given reaction. (1) Given the reactants [CH3:1][N:2]1[CH:7]=[C:6]([C:8]2[CH:22]=[C:21]([N+:23]([O-])=O)[CH:20]=[CH:19][C:9]=2[O:10][C:11]2[CH:18]=[CH:17][C:14]([C:15]#[N:16])=[CH:13][CH:12]=2)[C:5]2[CH:26]=[CH:27][NH:28][C:4]=2[C:3]1=[O:29].CN1C=C(C2C=C([N+]([O-])=O)C=CC=2OC2C=CC=CC=2)C2C=CNC=2C1=O, predict the reaction product. The product is: [NH2:23][C:21]1[CH:20]=[CH:19][C:9]([O:10][C:11]2[CH:12]=[CH:13][C:14]([C:15]#[N:16])=[CH:17][CH:18]=2)=[C:8]([C:6]2[C:5]3[CH:26]=[CH:27][NH:28][C:4]=3[C:3](=[O:29])[N:2]([CH3:1])[CH:7]=2)[CH:22]=1. (2) Given the reactants [N:1]1([C:7]([O:9][C:10]([CH3:13])([CH3:12])[CH3:11])=[O:8])[CH2:6][CH2:5][NH:4][CH2:3][CH2:2]1.CN(C)C=O.[CH2:19]([N:26]1[C:30]2[C:31]([Cl:35])=[N:32][CH:33]=[CH:34][C:29]=2[NH:28][CH:27]1Cl)[C:20]1[CH:25]=[CH:24][CH:23]=[CH:22][CH:21]=1, predict the reaction product. The product is: [CH2:19]([N:26]1[C:30]2[C:31]([Cl:35])=[N:32][CH:33]=[CH:34][C:29]=2[N:28]=[C:27]1[N:4]1[CH2:5][CH2:6][N:1]([C:7]([O:9][C:10]([CH3:13])([CH3:12])[CH3:11])=[O:8])[CH2:2][CH2:3]1)[C:20]1[CH:21]=[CH:22][CH:23]=[CH:24][CH:25]=1. (3) Given the reactants [BH4-].[Li+].C([O:5][C:6](=O)[C@@H:7]([NH:15][C:16]([O:18][C:19]([CH3:22])([CH3:21])[CH3:20])=[O:17])[CH2:8][CH2:9][C:10](OCC)=[O:11])C.CO.O, predict the reaction product. The product is: [C:19]([O:18][C:16](=[O:17])[NH:15][C@H:7]([CH2:6][OH:5])[CH2:8][CH2:9][CH2:10][OH:11])([CH3:22])([CH3:20])[CH3:21]. (4) Given the reactants [O:1]1[CH:5]=[CH:4][CH:3]=[CH:2]1.C([Li])CCC.[CH2:11]1[O:14][CH:12]1[CH3:13], predict the reaction product. The product is: [O:1]1[CH:5]=[CH:4][CH:3]=[C:2]1[CH2:11][CH:12]([OH:14])[CH3:13]. (5) Given the reactants CC(OI1(OC(C)=O)(OC(C)=O)OC(=O)C2C=CC=CC1=2)=O.[C:23]([O:27][C:28]([NH:30][C:31]1[S:35][C:34]([C:36]2[C:41]([F:42])=[CH:40][CH:39]=[CH:38][C:37]=2[F:43])=[N:33][C:32]=1[C:44]([NH:46][C:47]1[C:48]([N:57]2[CH2:62][CH2:61][CH2:60][C@H:59]([NH:63][C:64](=[O:70])[O:65][C:66]([CH3:69])([CH3:68])[CH3:67])[CH2:58]2)=[C:49]2[CH2:55][CH2:54][CH:53]([OH:56])[C:50]2=[N:51][CH:52]=1)=[O:45])=[O:29])([CH3:26])([CH3:25])[CH3:24].[OH-].[Na+], predict the reaction product. The product is: [C:23]([O:27][C:28]([NH:30][C:31]1[S:35][C:34]([C:36]2[C:37]([F:43])=[CH:38][CH:39]=[CH:40][C:41]=2[F:42])=[N:33][C:32]=1[C:44]([NH:46][C:47]1[C:48]([N:57]2[CH2:62][CH2:61][CH2:60][C@H:59]([NH:63][C:64](=[O:70])[O:65][C:66]([CH3:69])([CH3:68])[CH3:67])[CH2:58]2)=[C:49]2[CH2:55][CH2:54][C:53](=[O:56])[C:50]2=[N:51][CH:52]=1)=[O:45])=[O:29])([CH3:26])([CH3:25])[CH3:24].